Dataset: Forward reaction prediction with 1.9M reactions from USPTO patents (1976-2016). Task: Predict the product of the given reaction. (1) Given the reactants [O:1]1[CH2:6][CH2:5][CH2:4][O:3][CH:2]1[C:7]1[CH:12]=[CH:11][C:10]([C:13]2[S:14][C:15]3[C:20]([N:21]=2)=[CH:19][CH:18]=[C:17]([Sn](C)(C)C)[N:16]=3)=[C:9]([F:26])[CH:8]=1.[CH:27]1([C:31](Cl)=[O:32])[CH2:30][CH2:29][CH2:28]1, predict the reaction product. The product is: [O:1]1[CH2:6][CH2:5][CH2:4][O:3][CH:2]1[C:7]1[CH:12]=[CH:11][C:10]([C:13]2[S:14][C:15]3[C:20]([N:21]=2)=[CH:19][CH:18]=[C:17]([C:31]([CH:27]2[CH2:30][CH2:29][CH2:28]2)=[O:32])[N:16]=3)=[C:9]([F:26])[CH:8]=1. (2) Given the reactants [Cl:1][C:2]1[CH:7]=[CH:6][C:5]([F:8])=[CH:4][C:3]=1[O:9][CH3:10].[N+:11]([O-])([O-:13])=[O:12].[K+], predict the reaction product. The product is: [Cl:1][C:2]1[CH:7]=[C:6]([N+:11]([O-:13])=[O:12])[C:5]([F:8])=[CH:4][C:3]=1[O:9][CH3:10].